From a dataset of Catalyst prediction with 721,799 reactions and 888 catalyst types from USPTO. Predict which catalyst facilitates the given reaction. (1) Reactant: [CH3:1][O:2][C:3](=[O:12])[C:4]1[CH:9]=[C:8]([OH:10])[CH:7]=[CH:6][C:5]=1[Br:11].[H-].[Na+].S(OC)(O[CH3:19])(=O)=O.Cl. Product: [CH3:1][O:2][C:3](=[O:12])[C:4]1[CH:9]=[C:8]([O:10][CH3:19])[CH:7]=[CH:6][C:5]=1[Br:11]. The catalyst class is: 12. (2) Reactant: [CH2:1]1[C:5]2=[C:6]3[C:10](=[CH:11][CH:12]=[C:4]2[NH:3][CH2:2]1)[NH:9][C:8]([C:13]([O:15][CH3:16])=[O:14])=[CH:7]3.C(N(C(C)C)CC)(C)C.[CH3:26][C:27]([O:30][C:31](O[C:31]([O:30][C:27]([CH3:29])([CH3:28])[CH3:26])=[O:32])=[O:32])([CH3:29])[CH3:28]. Product: [C:27]([O:30][C:31]([N:3]1[C:4]2[C:5](=[C:6]3[C:10](=[CH:11][CH:12]=2)[NH:9][C:8]([C:13]([O:15][CH3:16])=[O:14])=[CH:7]3)[CH2:1][CH2:2]1)=[O:32])([CH3:29])([CH3:28])[CH3:26]. The catalyst class is: 3. (3) Reactant: [CH2:1]1[C:13]2[NH:12][C:11]3[C:6](=[CH:7][CH:8]=[CH:9][CH:10]=3)[C:5]=2[CH2:4][CH2:3][N:2]1[C:14]([O:16][C:17]([CH3:20])([CH3:19])[CH3:18])=[O:15].[H-].[Na+].I[CH3:24].O. Product: [CH3:24][N:12]1[C:13]2[CH2:1][N:2]([C:14]([O:16][C:17]([CH3:20])([CH3:19])[CH3:18])=[O:15])[CH2:3][CH2:4][C:5]=2[C:6]2[C:11]1=[CH:10][CH:9]=[CH:8][CH:7]=2. The catalyst class is: 3.